The task is: Regression. Given a peptide amino acid sequence and an MHC pseudo amino acid sequence, predict their binding affinity value. This is MHC class II binding data.. This data is from Peptide-MHC class II binding affinity with 134,281 pairs from IEDB. (1) The peptide sequence is GQIGNDPNRDIL. The MHC is HLA-DPA10201-DPB10501 with pseudo-sequence HLA-DPA10201-DPB10501. The binding affinity (normalized) is 0. (2) The peptide sequence is TIKQKKPDFILATDI. The MHC is DRB3_0301 with pseudo-sequence DRB3_0301. The binding affinity (normalized) is 0.288. (3) The peptide sequence is MASSSSVLLVVVLFA. The MHC is HLA-DPA10103-DPB10401 with pseudo-sequence HLA-DPA10103-DPB10401. The binding affinity (normalized) is 0.191. (4) The peptide sequence is LLKIWKNYMKIMNHL. The MHC is DRB5_0101 with pseudo-sequence DRB5_0101. The binding affinity (normalized) is 0.671. (5) The peptide sequence is KIPKKASEGAVDIIN. The MHC is DRB5_0101 with pseudo-sequence DRB5_0101. The binding affinity (normalized) is 0.378. (6) The MHC is HLA-DQA10501-DQB10301 with pseudo-sequence HLA-DQA10501-DQB10301. The binding affinity (normalized) is 0.324. The peptide sequence is GPTSDEAGPAVAEQL. (7) The peptide sequence is LGGLWKTVSPRLSPI. The MHC is HLA-DQA10102-DQB10602 with pseudo-sequence HLA-DQA10102-DQB10602. The binding affinity (normalized) is 0.201.